Dataset: Peptide-MHC class I binding affinity with 185,985 pairs from IEDB/IMGT. Task: Regression. Given a peptide amino acid sequence and an MHC pseudo amino acid sequence, predict their binding affinity value. This is MHC class I binding data. The peptide sequence is ATPYDINQML. The MHC is HLA-B54:01 with pseudo-sequence HLA-B54:01. The binding affinity (normalized) is 0.